Dataset: Catalyst prediction with 721,799 reactions and 888 catalyst types from USPTO. Task: Predict which catalyst facilitates the given reaction. (1) Reactant: [O:1]=[C:2]1[C:8]2[CH:9]=[CH:10][CH:11]=[CH:12][C:7]=2[O:6][C:5]2[CH:13]=[CH:14][CH:15]=[CH:16][C:4]=2[N:3]1[CH2:17][C:18]1[CH:23]=[CH:22][C:21](/[CH:24]=[CH:25]/[C:26]([O:28][CH2:29][CH3:30])=[O:27])=[CH:20][CH:19]=1.[H][H]. Product: [O:1]=[C:2]1[C:8]2[CH2:9][CH2:10][CH:11]=[CH:12][C:7]=2[O:6][C:5]2[CH:13]=[CH:14][CH:15]=[CH:16][C:4]=2[N:3]1[CH2:17][C:18]1[CH:19]=[CH:20][C:21]([CH2:24][CH2:25][C:26]([O:28][CH2:29][CH3:30])=[O:27])=[CH:22][CH:23]=1. The catalyst class is: 29. (2) Reactant: [CH3:1][O:2][C:3](=[O:15])[C:4]1[C:5](=[C:10]([NH2:14])[CH:11]=[CH:12][CH:13]=1)[C:6]([O:8][CH3:9])=[O:7].[O:16]1[CH:20]=[CH:19][CH:18]=[C:17]1[CH:21]=O.C(O)(=O)C.C(O[BH-](OC(=O)C)OC(=O)C)(=O)C.[Na+]. Product: [CH3:1][O:2][C:3](=[O:15])[C:4]1[C:5](=[C:10]([NH:14][CH2:21][C:17]2[O:16][CH:20]=[CH:19][CH:18]=2)[CH:11]=[CH:12][CH:13]=1)[C:6]([O:8][CH3:9])=[O:7]. The catalyst class is: 2. (3) Reactant: [H-].[Na+].[Cl:3][C:4]1[CH:21]=[CH:20][C:7]([O:8][CH2:9][C:10]2[NH:11][C:12]3[C:18]([CH3:19])=[CH:17][CH:16]=[CH:15][C:13]=3[N:14]=2)=[CH:6][CH:5]=1.[CH2:22]([O:24][C:25]([CH2:27][CH2:28][CH2:29]Br)=[O:26])[CH3:23].O. Product: [CH2:22]([O:24][C:25]([CH2:27][CH2:28][CH2:29][N:14]1[C:13]2[CH:15]=[CH:16][CH:17]=[C:18]([CH3:19])[C:12]=2[N:11]=[C:10]1[CH2:9][O:8][C:7]1[CH:20]=[CH:21][C:4]([Cl:3])=[CH:5][CH:6]=1)=[O:26])[CH3:23]. The catalyst class is: 9. (4) Reactant: [C:1]([C:3]1[CH:11]=[CH:10][CH:9]=[C:8]2[C:4]=1[CH:5]=[CH:6][NH:7]2)#[N:2].[C:12](=O)([O-])[O-].[K+].[K+].IC. Product: [CH3:12][N:7]1[C:8]2[CH:9]=[CH:10][CH:11]=[C:3]([C:1]#[N:2])[C:4]=2[CH:5]=[CH:6]1. The catalyst class is: 9. (5) Reactant: Br[CH2:2][C:3]([O:5][C:6]([CH3:9])([CH3:8])[CH3:7])=[O:4].[CH2:10]([O:17][C:18]([NH:20][C:21]1[C:22](=[O:28])[NH:23][C:24]([CH3:27])=[CH:25][CH:26]=1)=[O:19])[C:11]1[CH:16]=[CH:15][CH:14]=[CH:13][CH:12]=1.C([O-])([O-])=O.[Cs+].[Cs+]. Product: [CH2:10]([O:17][C:18]([NH:20][C:21]1[C:22](=[O:28])[N:23]([CH2:2][C:3]([O:5][C:6]([CH3:9])([CH3:8])[CH3:7])=[O:4])[C:24]([CH3:27])=[CH:25][CH:26]=1)=[O:19])[C:11]1[CH:12]=[CH:13][CH:14]=[CH:15][CH:16]=1. The catalyst class is: 9. (6) Reactant: [Cl:1][C:2]1[CH:10]=[CH:9][CH:8]=[C:7]2[C:3]=1[C:4]([C:11]([NH:13][CH2:14][CH:15]1[CH2:20][CH2:19][C:18]([F:22])([F:21])[CH2:17][CH2:16]1)=[O:12])=[CH:5][NH:6]2.O[CH2:24][CH2:25][NH:26][C:27](=[O:33])[O:28][C:29]([CH3:32])([CH3:31])[CH3:30].C(C=P(CCCC)(CCCC)CCCC)#N. Product: [Cl:1][C:2]1[CH:10]=[CH:9][CH:8]=[C:7]2[C:3]=1[C:4]([C:11](=[O:12])[NH:13][CH2:14][CH:15]1[CH2:20][CH2:19][C:18]([F:21])([F:22])[CH2:17][CH2:16]1)=[CH:5][N:6]2[CH2:24][CH2:25][NH:26][C:27](=[O:33])[O:28][C:29]([CH3:32])([CH3:31])[CH3:30]. The catalyst class is: 11. (7) Reactant: [C:1]([C:5]1[N:10]=[C:9]([C:11](O)=[O:12])[CH:8]=[C:7]([C:14]2[N:15]([CH2:27][CH:28]3[CH2:33][CH2:32][CH2:31][CH2:30][CH2:29]3)[C:16]([CH3:26])=[C:17]([C:19](=[O:25])[NH:20][CH:21]3[CH2:24][O:23][CH2:22]3)[CH:18]=2)[CH:6]=1)([CH3:4])([CH3:3])[CH3:2].[C:34]([NH2:38])([CH3:37])([CH3:36])[CH3:35].CN(C(ON1N=NC2C=CC=NC1=2)=[N+](C)C)C.F[P-](F)(F)(F)(F)F.CCN(C(C)C)C(C)C. Product: [C:34]([NH:38][C:11](=[O:12])[C:9]1[CH:8]=[C:7]([C:14]2[N:15]([CH2:27][CH:28]3[CH2:29][CH2:30][CH2:31][CH2:32][CH2:33]3)[C:16]([CH3:26])=[C:17]([C:19](=[O:25])[NH:20][CH:21]3[CH2:24][O:23][CH2:22]3)[CH:18]=2)[CH:6]=[C:5]([C:1]([CH3:3])([CH3:4])[CH3:2])[N:10]=1)([CH3:37])([CH3:36])[CH3:35]. The catalyst class is: 3.